From a dataset of Full USPTO retrosynthesis dataset with 1.9M reactions from patents (1976-2016). Predict the reactants needed to synthesize the given product. (1) Given the product [N+:27]([C:26]1[C:21]([O:1][C:2]2[CH:3]=[C:4]3[C:9](=[CH:10][CH:11]=2)[O:8][CH:7]([C:12]2[CH:17]=[CH:16][CH:15]=[CH:14][CH:13]=2)[CH2:6][CH2:5]3)=[N:22][CH:23]=[CH:24][CH:25]=1)([O-:29])=[O:28], predict the reactants needed to synthesize it. The reactants are: [OH:1][C:2]1[CH:3]=[C:4]2[C:9](=[CH:10][CH:11]=1)[O:8][CH:7]([C:12]1[CH:17]=[CH:16][CH:15]=[CH:14][CH:13]=1)[CH2:6][CH2:5]2.[F-].[K+].Cl[C:21]1[C:26]([N+:27]([O-:29])=[O:28])=[CH:25][CH:24]=[CH:23][N:22]=1.Cl. (2) Given the product [CH3:2][C:3]1[CH:8]=[C:7]([C:9](=[O:38])[CH2:10][C@H:11]([C:19]2[CH:24]=[CH:23][C:22]([C:25]3[CH2:30][CH2:29][N:28]([S:49]([CH3:48])(=[O:51])=[O:50])[CH2:27][CH:26]=3)=[CH:21][CH:20]=2)[C:12]2[CH:17]=[CH:16][CH:15]=[CH:14][C:13]=2[CH3:18])[CH:6]=[CH:5][N:4]=1, predict the reactants needed to synthesize it. The reactants are: Cl.[CH3:2][C:3]1[CH:8]=[C:7]([C:9](=[O:38])[CH2:10][C@H:11]([C:19]2[CH:24]=[CH:23][C:22]([C:25]3[CH2:30][CH2:29][N:28](C(OC(C)(C)C)=O)[CH2:27][CH:26]=3)=[CH:21][CH:20]=2)[C:12]2[CH:17]=[CH:16][CH:15]=[CH:14][C:13]=2[CH3:18])[CH:6]=[CH:5][N:4]=1.C(N(CC)C(C)C)(C)C.[CH3:48][S:49](Cl)(=[O:51])=[O:50]. (3) Given the product [CH3:24][C:20]1[N:19]=[C:18]([C:16]2[N:10]=[C:8]([NH:7][C:2]3[N:3]=[CH:4][CH:5]=[CH:6][N:1]=3)[S:9][C:15]=2[C:14]([O:13][CH2:11][CH3:12])=[O:25])[CH:23]=[CH:22][CH:21]=1, predict the reactants needed to synthesize it. The reactants are: [N:1]1[CH:6]=[CH:5][CH:4]=[N:3][C:2]=1[NH:7][C:8]([NH2:10])=[S:9].[CH2:11]([O:13][C:14](=[O:25])[CH2:15][C:16]([C:18]1[CH:23]=[CH:22][CH:21]=[C:20]([CH3:24])[N:19]=1)=O)[CH3:12]. (4) Given the product [O:7]1[CH:11]=[CH:10][CH:9]=[C:8]1[CH2:12][CH2:13][CH2:14][NH:16][C:17]1[CH:18]=[CH:19][CH:20]=[CH:21][CH:22]=1, predict the reactants needed to synthesize it. The reactants are: [H-].[H-].[H-].[H-].[Li+].[Al+3].[O:7]1[CH:11]=[CH:10][CH:9]=[C:8]1[CH2:12][CH2:13][C:14]([NH:16][C:17]1[CH:22]=[CH:21][CH:20]=[CH:19][CH:18]=1)=O. (5) The reactants are: [N+:1]([C:4]1[CH:5]=[C:6]([CH2:10][C:11]([OH:13])=O)[CH:7]=[CH:8][CH:9]=1)([O-:3])=[O:2].CN(C(O[N:29]1N=[N:29][C:24]2[CH:25]=[CH:26][CH:26]=[CH:25][C:24]1=2)=[N+](C)C)C.F[P-](F)(F)(F)(F)F.C(N(CC)C(C)C)(C)C.C1(N)CC1. Given the product [CH:24]1([NH:29][C:11](=[O:13])[CH2:10][C:6]2[CH:7]=[CH:8][CH:9]=[C:4]([N+:1]([O-:3])=[O:2])[CH:5]=2)[CH2:26][CH2:25]1, predict the reactants needed to synthesize it. (6) Given the product [C:1]([O:5][C:6]([N:8]1[CH2:11][CH2:10][C@H:9]1[CH2:12][OH:13])=[O:7])([CH3:4])([CH3:3])[CH3:2], predict the reactants needed to synthesize it. The reactants are: [C:1]([O:5][C:6]([N:8]1[CH2:11][CH2:10][C@H:9]1[C:12](O)=[O:13])=[O:7])([CH3:4])([CH3:3])[CH3:2].S([O-])(O)(=O)=O.[K+].